From a dataset of Full USPTO retrosynthesis dataset with 1.9M reactions from patents (1976-2016). Predict the reactants needed to synthesize the given product. (1) Given the product [CH3:32][N:29]1[CH2:28][CH2:27][N:26]([C:5]2[CH:6]=[C:7]([C:9]3[CH:18]=[C:17]4[C:12]([CH2:13][CH2:14][NH:15][CH2:16]4)=[CH:11][CH:10]=3)[N:8]=[C:3]([NH2:2])[N:4]=2)[CH2:31][CH2:30]1.[ClH:1], predict the reactants needed to synthesize it. The reactants are: [ClH:1].[NH2:2][C:3]1[N:8]=[C:7]([C:9]2[CH:18]=[C:17]3[C:12]([CH2:13][CH2:14][N:15](C(OC(C)(C)C)=O)[CH2:16]3)=[CH:11][CH:10]=2)[CH:6]=[C:5]([N:26]2[CH2:31][CH2:30][N:29]([CH3:32])[CH2:28][CH2:27]2)[N:4]=1. (2) Given the product [O:10]1[CH2:15][CH2:14][CH:13]([S:16][C:2]2[CH:3]=[CH:4][C:5]([C:8]#[N:9])=[N:6][CH:7]=2)[CH2:12][CH2:11]1, predict the reactants needed to synthesize it. The reactants are: Br[C:2]1[CH:3]=[CH:4][C:5]([C:8]#[N:9])=[N:6][CH:7]=1.[O:10]1[CH2:15][CH2:14][CH:13]([SH:16])[CH2:12][CH2:11]1.C(=O)([O-])[O-].[K+].[K+]. (3) Given the product [CH2:25]([C:22]1[CH:21]=[CH:20][C:19]([S:16]([NH:15][CH2:14][CH2:13][C:12]2[O:30][C:9]3[CH:8]=[C:4]([C:5]([OH:7])=[O:6])[CH:3]=[CH:2][C:10]=3[N:11]=2)(=[O:18])=[O:17])=[CH:24][CH:23]=1)[CH2:26][CH2:27][CH2:28][CH3:29], predict the reactants needed to synthesize it. The reactants are: O[C:2]1[CH:3]=[C:4]([CH:8]=[CH:9][C:10]=1[NH:11][C:12](=[O:30])[CH2:13][CH2:14][NH:15][S:16]([C:19]1[CH:24]=[CH:23][C:22]([CH2:25][CH2:26][CH2:27][CH2:28][CH3:29])=[CH:21][CH:20]=1)(=[O:18])=[O:17])[C:5]([OH:7])=[O:6].